This data is from Full USPTO retrosynthesis dataset with 1.9M reactions from patents (1976-2016). The task is: Predict the reactants needed to synthesize the given product. (1) Given the product [CH3:9][C:4]1[CH:5]=[C:6]([CH3:8])[CH:7]=[C:2]([Br:10])[N:3]=1, predict the reactants needed to synthesize it. The reactants are: N[C:2]1[CH:7]=[C:6]([CH3:8])[CH:5]=[C:4]([CH3:9])[N:3]=1.[Br:10]Br.N([O-])=O.[Na+].[OH-].[Na+]. (2) Given the product [CH2:1]([O:3][N:4]=[C:5]([C:7]1[CH:8]=[CH:9][C:10]([S:13]([N:16]([CH3:27])[CH2:17][C:18]2[CH:23]=[CH:22][N:21]=[CH:20][CH:19]=2)(=[O:15])=[O:14])=[CH:11][CH:12]=1)[CH3:6])[CH3:2], predict the reactants needed to synthesize it. The reactants are: [CH2:1]([O:3][N:4]=[C:5]([C:7]1[CH:12]=[CH:11][C:10]([S:13]([NH:16][CH2:17][C:18]2[CH:23]=[CH:22][N:21]=[CH:20][CH:19]=2)(=[O:15])=[O:14])=[CH:9][CH:8]=1)[CH3:6])[CH3:2].[H-].[Na+].I[CH3:27].O. (3) Given the product [C:18]([O:22][C:23]([N:25]1[CH2:26][CH:27]2[CH:31]([CH2:30][N:29]([CH2:10][CH2:9][NH2:8])[CH2:28]2)[CH2:32]1)=[O:24])([CH3:21])([CH3:19])[CH3:20], predict the reactants needed to synthesize it. The reactants are: C(OC([N:8]1CCN(CCCN)[CH2:10][CH2:9]1)=O)(C)(C)C.[C:18]([O:22][C:23]([N:25]1[CH2:32][CH:31]2[CH:27]([CH2:28][NH:29][CH2:30]2)[CH2:26]1)=[O:24])([CH3:21])([CH3:20])[CH3:19].